Dataset: Tox21: 12 toxicity assays (nuclear receptors and stress response pathways). Task: Binary classification across 12 toxicity assays. (1) The molecule is CN(C)CCC=C1c2ccccc2C(C)(C)c2ccccc21. It tested positive (active) for: NR-Aromatase (Aromatase enzyme inhibition). (2) The drug is COc1ccc(-c2coc3cc(O)cc(O)c3c2=O)cc1. It tested positive (active) for: NR-AhR (Aryl hydrocarbon Receptor agonist activity), NR-ER (Estrogen Receptor agonist activity), NR-ER-LBD (Estrogen Receptor Ligand Binding Domain agonist), SR-ARE (Antioxidant Response Element (oxidative stress)), and SR-ATAD5 (ATAD5 genotoxicity (DNA damage)).